Dataset: Reaction yield outcomes from USPTO patents with 853,638 reactions. Task: Predict the reaction yield, written as a fraction of the theoretical maximum amount of product (1.0 means a 100% yield; for example, 0.34 means a 34% yield). (1) The reactants are [CH2:1]([CH:8]1[CH2:13][CH2:12][CH2:11][N:10]([CH2:14][CH2:15][C:16]2[CH:21]=[CH:20][C:19]([NH:22]C(OC(C)(C)C)=O)=[CH:18][CH:17]=2)[CH2:9]1)[C:2]1[CH:7]=[CH:6][CH:5]=[CH:4][CH:3]=1.[BrH:30]. No catalyst specified. The product is [BrH:30].[CH2:1]([CH:8]1[CH2:13][CH2:12][CH2:11][N:10]([CH2:14][CH2:15][C:16]2[CH:21]=[CH:20][C:19]([NH2:22])=[CH:18][CH:17]=2)[CH2:9]1)[C:2]1[CH:3]=[CH:4][CH:5]=[CH:6][CH:7]=1. The yield is 0.550. (2) The reactants are [CH3:1][N:2]1[C:7]2[N:8]=[C:9](SC)[N:10]=[CH:11][C:6]=2[CH:5]=[C:4]([C:14]2[CH:19]=[CH:18][CH:17]=[C:16]([N+:20]([O-:22])=[O:21])[CH:15]=2)[C:3]1=[O:23]. The catalyst is CCO.[Ni]. The product is [CH3:1][N:2]1[C:7]2[N:8]=[CH:9][N:10]=[CH:11][C:6]=2[CH:5]=[C:4]([C:14]2[CH:19]=[CH:18][CH:17]=[C:16]([N+:20]([O-:22])=[O:21])[CH:15]=2)[C:3]1=[O:23]. The yield is 0.410. (3) The reactants are [Br:1][C:2]1[CH:3]=[CH:4][CH:5]=[C:6]2[C:11]=1[N:10]=[C:9]([CH2:12]Br)[CH:8]=[CH:7]2.[CH3:14][NH2:15]. The catalyst is O1CCCC1. The product is [Br:1][C:2]1[CH:3]=[CH:4][CH:5]=[C:6]2[C:11]=1[N:10]=[C:9]([CH2:12][NH:15][CH3:14])[CH:8]=[CH:7]2. The yield is 0.960. (4) The reactants are [OH:1][C:2]1[CH:7]=[C:6]([CH:8]([CH3:10])[CH3:9])[CH:5]=[CH:4][C:3]=1[C:11]1([NH:22][C:23](=[O:28])[CH2:24][CH2:25][CH2:26][CH3:27])[C:19](=[O:20])[C:18]2[C:13](=[CH:14][CH:15]=[CH:16][CH:17]=2)[C:12]1=[O:21].C(N(CC)CC)C.[C:36](Cl)(=[O:41])[C:37]([CH3:40])([CH3:39])[CH3:38]. The catalyst is C(Cl)Cl. The product is [O:21]=[C:12]1[C:13]2[C:18](=[CH:17][CH:16]=[CH:15][CH:14]=2)[C:19](=[O:20])[C:11]1([C:3]1[CH:4]=[CH:5][C:6]([CH:8]([CH3:10])[CH3:9])=[CH:7][C:2]=1[O:1][C:36](=[O:41])[C:37]([CH3:40])([CH3:39])[CH3:38])[NH:22][C:23](=[O:28])[CH2:24][CH2:25][CH2:26][CH3:27]. The yield is 0.910. (5) The reactants are [Cl:1][C:2]1[CH:25]=[CH:24][CH:23]=[C:22]([Cl:26])[C:3]=1[CH2:4][C:5]1[S:6][CH:7]=[C:8]([C:10]2[CH:19]=[CH:18][C:17]3[C:12](=[CH:13][CH:14]=[C:15]([O:20]C)[CH:16]=3)[CH:11]=2)[N:9]=1.Br. The catalyst is CC(O)=O. The product is [Cl:26][C:22]1[CH:23]=[CH:24][CH:25]=[C:2]([Cl:1])[C:3]=1[CH2:4][C:5]1[S:6][CH:7]=[C:8]([C:10]2[CH:11]=[C:12]3[C:17](=[CH:18][CH:19]=2)[CH:16]=[C:15]([OH:20])[CH:14]=[CH:13]3)[N:9]=1. The yield is 0.800. (6) The reactants are [C:1]([C:3]1[CH:8]=[CH:7][C:6]([NH:9][C:10]([CH:12]2[NH:16][CH:15]([CH2:17][C:18]([CH3:21])([CH3:20])[CH3:19])[C:14]3([C:29]4[C:24](=[CH:25][C:26]([Cl:30])=[CH:27][CH:28]=4)[NH:23][C:22]3=[O:31])[CH:13]2[C:32]2[CH:37]=[C:36]([F:38])[CH:35]=[C:34]([Cl:39])[CH:33]=2)=[O:11])=[C:5]([O:40][CH3:41])[CH:4]=1)#[N:2].[OH:42]O.[OH-].[Na+]. The catalyst is CS(C)=O. The product is [C:1]([C:3]1[CH:8]=[CH:7][C:6]([NH:9][C:10]([CH:12]2[NH:16][CH:15]([CH2:17][C:18]([CH3:21])([CH3:20])[CH3:19])[C:14]3([C:29]4[C:24](=[CH:25][C:26]([Cl:30])=[CH:27][CH:28]=4)[NH:23][C:22]3=[O:31])[CH:13]2[C:32]2[CH:37]=[C:36]([F:38])[CH:35]=[C:34]([Cl:39])[CH:33]=2)=[O:11])=[C:5]([O:40][CH3:41])[CH:4]=1)(=[O:42])[NH2:2]. The yield is 0.870. (7) The reactants are [OH:1][CH:2]1[CH2:36][CH:5]2[CH2:6][N:7]([C:9]3[C:10]4[N:11]([N:15]=[C:16]([NH:18][C:19]5[CH:35]=[CH:34][C:22]([C:23]([N:25]([CH3:33])[CH:26]6[CH2:31][CH2:30][N:29]([CH3:32])[CH2:28][CH2:27]6)=[O:24])=[CH:21][CH:20]=5)[N:17]=4)[CH:12]=[CH:13][CH:14]=3)[CH2:8][CH:4]2[CH2:3]1.C[N+]1([O-])CCOCC1.C([N+](CCC)(CCC)CCC)CC. The catalyst is C(Cl)Cl. The product is [CH3:33][N:25]([CH:26]1[CH2:31][CH2:30][N:29]([CH3:32])[CH2:28][CH2:27]1)[C:23](=[O:24])[C:22]1[CH:21]=[CH:20][C:19]([NH:18][C:16]2[N:17]=[C:10]3[C:9]([N:7]4[CH2:6][CH:5]5[CH2:36][C:2](=[O:1])[CH2:3][CH:4]5[CH2:8]4)=[CH:14][CH:13]=[CH:12][N:11]3[N:15]=2)=[CH:35][CH:34]=1. The yield is 0.470. (8) The reactants are [NH2:1][C@@H:2]([CH2:34][C:35]1[CH:40]=[CH:39][CH:38]=[CH:37][CH:36]=1)[C@@H:3]([OH:33])[CH2:4][C@@H:5]([NH:20][C:21]([C@@H:23]([NH:28][C:29](=[O:32])[O:30][CH3:31])[C:24]([CH3:27])([CH3:26])[CH3:25])=[O:22])[CH2:6][C:7]1[CH:12]=[CH:11][C:10]([C:13]2[CH:18]=[CH:17][C:16]([CH3:19])=[CH:15][N:14]=2)=[CH:9][CH:8]=1.[CH3:41][O:42][C:43]([NH:45][C@@H:46]([C:50]([CH3:53])([CH3:52])[CH3:51])[C:47](O)=[O:48])=[O:44].CCOP(ON1N=NC2C=CC=CC=2C1=O)(OCC)=O.C(N(CC)C(C)C)(C)C. The catalyst is C1COCC1. The product is [CH3:41][O:42][C:43](=[O:44])[NH:45][C@@H:46]([C:50]([CH3:52])([CH3:51])[CH3:53])[C:47](=[O:48])[NH:1][C@@H:2]([CH2:34][C:35]1[CH:36]=[CH:37][CH:38]=[CH:39][CH:40]=1)[C@@H:3]([OH:33])[CH2:4][C@H:5]([CH2:6][C:7]1[CH:12]=[CH:11][C:10]([C:13]2[CH:18]=[CH:17][C:16]([CH3:19])=[CH:15][N:14]=2)=[CH:9][CH:8]=1)[NH:20][C:21](=[O:22])[C@H:23]([C:24]([CH3:27])([CH3:26])[CH3:25])[NH:28][C:29](=[O:32])[O:30][CH3:31]. The yield is 0.730.